From a dataset of Catalyst prediction with 721,799 reactions and 888 catalyst types from USPTO. Predict which catalyst facilitates the given reaction. (1) Reactant: [CH3:1][C:2]([CH3:31])([CH2:7][C:8]1[S:9][C:10]([C:13]2[CH:18]=[C:17]([NH:19][C:20]3[N:25]=[C:24]([C:26]([F:29])([F:28])[F:27])[CH:23]=[CH:22][N:21]=3)[CH:16]=[C:15]([CH3:30])[CH:14]=2)=[CH:11][N:12]=1)[C:3]([O:5]C)=[O:4].C1COCC1.[OH-].[K+]. Product: [CH3:1][C:2]([CH3:31])([CH2:7][C:8]1[S:9][C:10]([C:13]2[CH:18]=[C:17]([NH:19][C:20]3[N:25]=[C:24]([C:26]([F:29])([F:27])[F:28])[CH:23]=[CH:22][N:21]=3)[CH:16]=[C:15]([CH3:30])[CH:14]=2)=[CH:11][N:12]=1)[C:3]([OH:5])=[O:4]. The catalyst class is: 5. (2) Reactant: OC(C(F)(F)F)=O.[F:8][C:9]1[CH:10]=[C:11]([C:15]2([C:23]#[N:24])[CH2:21][C@H:20]3[NH:22][C@H:17]([CH:18]=[CH:19]3)[CH2:16]2)[CH:12]=[N:13][CH:14]=1.F[C:26]1C=N[CH:29]=[C:30](F)[CH:31]=1.C1(=O)CCC1.C([BH3-])#N.[Na+]. Product: [CH:26]1([N:22]2[C@H:20]3[CH:19]=[CH:18][C@@H:17]2[CH2:16][C:15]([C:11]2[CH:12]=[N:13][CH:14]=[C:9]([F:8])[CH:10]=2)([C:23]#[N:24])[CH2:21]3)[CH2:31][CH2:30][CH2:29]1. The catalyst class is: 5. (3) Product: [Br:1][C:2]1[CH:3]=[C:4]([C:8]([OH:10])([CH3:11])[CH3:9])[CH:5]=[CH:6][CH:7]=1. The catalyst class is: 6. Reactant: [Br:1][C:2]1[CH:3]=[C:4]([C:8](=[O:10])[CH3:9])[CH:5]=[CH:6][CH:7]=1.[CH3:11][Mg]I.C(OCC)C.C(OCC)C.Cl. (4) Reactant: O[C:2]1[C:11]2[C:6](=[CH:7][C:8]([C:12]3[CH:13]=[C:14]([CH:19]=[CH:20][C:21]=3[CH3:22])[C:15]([O:17][CH3:18])=[O:16])=[CH:9][CH:10]=2)[CH:5]=[N:4][N:3]=1.P(Cl)(Cl)([Cl:25])=O. Product: [Cl:25][C:2]1[C:11]2[C:6](=[CH:7][C:8]([C:12]3[CH:13]=[C:14]([CH:19]=[CH:20][C:21]=3[CH3:22])[C:15]([O:17][CH3:18])=[O:16])=[CH:9][CH:10]=2)[CH:5]=[N:4][N:3]=1. The catalyst class is: 10. (5) Reactant: [F:1][C:2]([F:30])([F:29])[C:3]1[CH:4]=[C:5]([C:9]2[CH:10]=[C:11]3[C:16](=[CH:17][CH:18]=2)[N:15]=[CH:14][CH:13]=[C:12]3[S:19][C:20]2([C:24]([O:26]CC)=[O:25])[CH2:23][CH2:22][CH2:21]2)[CH:6]=[CH:7][CH:8]=1.[OH-].[Na+].Cl. Product: [F:30][C:2]([F:1])([F:29])[C:3]1[CH:4]=[C:5]([C:9]2[CH:10]=[C:11]3[C:16](=[CH:17][CH:18]=2)[N:15]=[CH:14][CH:13]=[C:12]3[S:19][C:20]2([C:24]([OH:26])=[O:25])[CH2:21][CH2:22][CH2:23]2)[CH:6]=[CH:7][CH:8]=1. The catalyst class is: 193. (6) Product: [Cl:1][C:2]1[CH:7]=[CH:6][C:5]([F:8])=[CH:4][C:3]=1[C@H:9]1[CH2:13][CH2:12][CH2:11][N:10]1[C:14]1[CH:19]=[CH:18][N:17]2[N:20]=[CH:21][C:22]([NH:23][C:29]([N:31]3[CH2:32][CH2:33][C@H:38]([OH:41])[CH2:35]3)=[O:30])=[C:16]2[N:15]=1. The catalyst class is: 2. Reactant: [Cl:1][C:2]1[CH:7]=[CH:6][C:5]([F:8])=[CH:4][C:3]=1[C@H:9]1[CH2:13][CH2:12][CH2:11][N:10]1[C:14]1[CH:19]=[CH:18][N:17]2[N:20]=[CH:21][C:22]([NH2:23])=[C:16]2[N:15]=1.C1N=CN([C:29]([N:31]2[CH:35]=N[CH:33]=[CH:32]2)=[O:30])C=1.N1CC[C@H:38]([OH:41])C1. (7) Reactant: Cl[C:2]1[C:7]([CH:8]=[O:9])=[C:6]([N:10]2[CH:22]=[CH:21][C:20]3[N:19]4[C:14]([CH2:15][CH2:16][CH2:17][CH2:18]4)=[CH:13][C:12]=3[C:11]2=[O:23])[N:5]=[CH:4][CH:3]=1.[CH3:24][N:25]1[C:29]([CH3:30])=[CH:28][C:27]([NH:31][C:32]2[C:33](=[O:48])[N:34]([CH3:47])[CH:35]=[C:36](B3OC(C)(C)C(C)(C)O3)[CH:37]=2)=[N:26]1.C([O-])(=O)C.[Na+].[O-]P([O-])([O-])=O.[K+].[K+].[K+]. Product: [CH3:24][N:25]1[C:29]([CH3:30])=[CH:28][C:27]([NH:31][C:32]2[C:33](=[O:48])[N:34]([CH3:47])[CH:35]=[C:36]([C:2]3[C:7]([CH:8]=[O:9])=[C:6]([N:10]4[CH:22]=[CH:21][C:20]5[N:19]6[C:14]([CH2:15][CH2:16][CH2:17][CH2:18]6)=[CH:13][C:12]=5[C:11]4=[O:23])[N:5]=[CH:4][CH:3]=3)[CH:37]=2)=[N:26]1. The catalyst class is: 379. (8) Reactant: C1(P(C2C=CC=CC=2)C2C=CC=CC=2)C=CC=CC=1.[C:20]([O:24][C:25]([N:27]1[CH2:32][CH2:31][CH:30]([OH:33])[CH2:29][CH2:28]1)=[O:26])([CH3:23])([CH3:22])[CH3:21].[Br:34][C:35]1[CH:36]=[C:37]2[C:42](=[CH:43][C:44]=1O)[N:41]=[C:40]([S:46][CH3:47])[N:39]=[CH:38]2. Product: [C:20]([O:24][C:25]([N:27]1[CH2:32][CH2:31][CH:30]([O:33][C:44]2[CH:43]=[C:42]3[C:37]([CH:38]=[N:39][C:40]([S:46][CH3:47])=[N:41]3)=[CH:36][C:35]=2[Br:34])[CH2:29][CH2:28]1)=[O:26])([CH3:23])([CH3:21])[CH3:22]. The catalyst class is: 1.